This data is from Forward reaction prediction with 1.9M reactions from USPTO patents (1976-2016). The task is: Predict the product of the given reaction. (1) Given the reactants [NH2:1][C:2]1[C:11]2[CH:10]=[CH:9][CH:8]=[C:7](Br)[C:6]=2[N:5]=[C:4]2[CH2:13][N:14]([CH:17]3[CH2:20][CH2:19][CH2:18]3)[C:15](=[O:16])[C:3]=12.[F:21][C:22]1[C:27](B(O)O)=[CH:26][CH:25]=[CH:24][N:23]=1, predict the reaction product. The product is: [NH2:1][C:2]1[C:11]2[CH:10]=[CH:9][CH:8]=[C:7]([C:27]3[C:22]([F:21])=[N:23][CH:24]=[CH:25][CH:26]=3)[C:6]=2[N:5]=[C:4]2[CH2:13][N:14]([CH:17]3[CH2:20][CH2:19][CH2:18]3)[C:15](=[O:16])[C:3]=12. (2) Given the reactants [CH3:1][O:2][C:3]1[CH:36]=[C:35]([O:37][CH3:38])[CH:34]=[CH:33][C:4]=1[CH2:5][N:6]1[C:26]2[C:15]3=[CH:16][C:17]4[CH:18]=[C:19]([CH2:24][OH:25])[N:20]([CH3:23])[C:21]=4[CH:22]=[C:14]3[CH2:13][CH2:12][CH2:11][C:10]=2[C:9]([OH:27])=[C:8]([C:28]([O:30]C)=[O:29])[C:7]1=[O:32].[Li+].[I-].Cl, predict the reaction product. The product is: [CH3:1][O:2][C:3]1[CH:36]=[C:35]([O:37][CH3:38])[CH:34]=[CH:33][C:4]=1[CH2:5][N:6]1[C:26]2[C:15]3=[CH:16][C:17]4[CH:18]=[C:19]([CH2:24][OH:25])[N:20]([CH3:23])[C:21]=4[CH:22]=[C:14]3[CH2:13][CH2:12][CH2:11][C:10]=2[C:9]([OH:27])=[C:8]([C:28]([OH:30])=[O:29])[C:7]1=[O:32].